This data is from Forward reaction prediction with 1.9M reactions from USPTO patents (1976-2016). The task is: Predict the product of the given reaction. (1) Given the reactants [C:1]([O:4][C@@H:5]1[O:22][C@H:21]([CH2:23]I)[C@@H:16]([O:17][C:18](=[O:20])[CH3:19])[C@H:11]([O:12][C:13](=[O:15])[CH3:14])[C@H:6]1[O:7][C:8](=[O:10])[CH3:9])(=[O:3])[CH3:2].C(N(CC)CC)C.[H][H], predict the reaction product. The product is: [C:1]([O:4][C@@H:5]1[O:22][C@H:21]([CH3:23])[C@@H:16]([O:17][C:18](=[O:20])[CH3:19])[C@H:11]([O:12][C:13](=[O:15])[CH3:14])[C@H:6]1[O:7][C:8](=[O:10])[CH3:9])(=[O:3])[CH3:2]. (2) Given the reactants [Cl:1][C:2]1[N:7]=[C:6]([CH:8]=[O:9])[C:5]([O:10][CH3:11])=[C:4]([Cl:12])[N:3]=1.[C:13](=O)(O)[O-:14].[Na+].BrBr.[Na+].[Cl-], predict the reaction product. The product is: [Cl:1][C:2]1[N:7]=[C:6]([C:8]([O:14][CH3:13])=[O:9])[C:5]([O:10][CH3:11])=[C:4]([Cl:12])[N:3]=1.